This data is from Full USPTO retrosynthesis dataset with 1.9M reactions from patents (1976-2016). The task is: Predict the reactants needed to synthesize the given product. (1) The reactants are: C[O:2][C:3](=O)[C@@H:4]([NH:23][C:24]([O:26][C:27]([CH3:30])([CH3:29])[CH3:28])=[O:25])[CH2:5][C:6]1[C:14]2[C:9](=[CH:10][CH:11]=[C:12]([O:15][Si:16]([C:19]([CH3:22])([CH3:21])[CH3:20])([CH3:18])[CH3:17])[CH:13]=2)[NH:8][CH:7]=1.[H-].[H-].[H-].[H-].[Li+].[Al+3].CCOCC.Cl. Given the product [C:27]([O:26][C:24](=[O:25])[NH:23][C@H:4]([CH2:3][OH:2])[CH2:5][C:6]1[C:14]2[C:9](=[CH:10][CH:11]=[C:12]([O:15][Si:16]([C:19]([CH3:22])([CH3:21])[CH3:20])([CH3:18])[CH3:17])[CH:13]=2)[NH:8][CH:7]=1)([CH3:28])([CH3:30])[CH3:29], predict the reactants needed to synthesize it. (2) Given the product [CH2:1]([O:8][C:9](=[O:10])[NH:11][CH2:12][CH2:13][CH2:14][CH2:15][CH2:16][CH2:17][CH2:18][NH:19][C:20](=[O:21])[CH2:22][O:23][CH2:24][C:25](=[O:27])[NH:28][C:29]1[CH:30]=[CH:31][C:32]([CH:35]([NH:55][C:56]([CH:58]2[CH2:63][CH2:62][C:61]([F:64])([F:65])[CH2:60][CH2:59]2)=[O:57])[CH2:36][CH2:37][N:38]2[CH:43]3[CH2:44][CH2:45][CH:39]2[CH2:40][CH:41]([N:46]2[C:50]([CH3:51])=[N:49][N:48]=[C:47]2[CH:52]([CH3:54])[CH3:53])[CH2:42]3)=[CH:33][CH:34]=1)[C:2]1[CH:3]=[CH:4][CH:5]=[CH:6][CH:7]=1, predict the reactants needed to synthesize it. The reactants are: [CH2:1]([O:8][C:9]([NH:11][CH2:12][CH2:13][CH2:14][CH2:15][CH2:16][CH2:17][CH2:18][NH:19][C:20]([CH2:22][O:23][CH2:24][C:25]([OH:27])=O)=[O:21])=[O:10])[C:2]1[CH:7]=[CH:6][CH:5]=[CH:4][CH:3]=1.[NH2:28][C:29]1[CH:34]=[CH:33][C:32]([CH:35]([NH:55][C:56]([CH:58]2[CH2:63][CH2:62][C:61]([F:65])([F:64])[CH2:60][CH2:59]2)=[O:57])[CH2:36][CH2:37][N:38]2[CH:43]3[CH2:44][CH2:45][CH:39]2[CH2:40][CH:41]([N:46]2[C:50]([CH3:51])=[N:49][N:48]=[C:47]2[CH:52]([CH3:54])[CH3:53])[CH2:42]3)=[CH:31][CH:30]=1. (3) Given the product [N:32]1[C:27]2[CH:28]=[CH:29][CH:30]=[CH:31][C:26]=2[NH:25][CH:19]=1, predict the reactants needed to synthesize it. The reactants are: O=C1C2C=C(C=O)C=CC=2C(=O)C2C1=CC=CC=2.[C:19]1([NH:25][C:26]2[CH:31]=[CH:30][CH:29]=[CH:28][C:27]=2[NH2:32])C=CC=CC=1.C1(C)C=CC=CC=1. (4) Given the product [CH2:1]([O:8][C:9]([N:11]1[CH2:12][CH2:13][CH:14]([CH2:17][NH:18][C:19]2[C:24]([Cl:25])=[CH:23][N:22]=[CH:21][N:20]=2)[CH2:15][CH2:16]1)=[O:10])[C:2]1[CH:3]=[CH:4][CH:5]=[CH:6][CH:7]=1, predict the reactants needed to synthesize it. The reactants are: [CH2:1]([O:8][C:9]([N:11]1[CH2:16][CH2:15][CH:14]([CH2:17][NH:18][C:19]2[C:24]([Cl:25])=[C:23](SC)[N:22]=[C:21](SC)[N:20]=2)[CH2:13][CH2:12]1)=[O:10])[C:2]1[CH:7]=[CH:6][CH:5]=[CH:4][CH:3]=1.C(OCC)(=O)C.Cl. (5) Given the product [CH:1]1[C:10]2[C:5](=[CH:6][CH:7]=[CH:8][CH:9]=2)[CH:4]=[CH:3][C:2]=1[NH2:12], predict the reactants needed to synthesize it. The reactants are: [CH:1]1[C:10]2[C:5](=[CH:6][CH:7]=[CH:8][CH:9]=2)[CH:4]=[CH:3][C:2]=1O.[NH3:12]. (6) Given the product [OH:21][S:19]([OH:22])(=[O:20])=[O:18].[C:1]([C:4]1[C:13]2[C:8](=[C:9]([N+:14]([O-:16])=[O:15])[CH:10]=[CH:11][CH:12]=2)[N:7]=[CH:6][CH:5]=1)([OH:3])=[O:2].[C:1]([C:4]1[C:13]2[C:8](=[CH:9][CH:10]=[CH:11][C:12]=2[N+:14]([O-:17])=[O:15])[N:7]=[CH:6][CH:5]=1)([OH:3])=[O:2], predict the reactants needed to synthesize it. The reactants are: [C:1]([C:4]1[C:13]2[C:8](=[CH:9][CH:10]=[CH:11][CH:12]=2)[N:7]=[CH:6][CH:5]=1)([OH:3])=[O:2].[N+:14]([O-:17])([OH:16])=[O:15].[OH:18][S:19]([OH:22])(=[O:21])=[O:20]. (7) Given the product [CH2:1]1[C:10]2[C:5](=[CH:6][CH:7]=[CH:8][C:9]=2[CH2:11][OH:12])[CH2:4][CH2:3][C:2]21[O:15][CH2:16][CH2:17][O:18]2, predict the reactants needed to synthesize it. The reactants are: [CH2:1]1[C:10]2[C:5](=[CH:6][CH:7]=[CH:8][C:9]=2[C:11](OC)=[O:12])[CH2:4][CH2:3][C:2]21[O:18][CH2:17][CH2:16][O:15]2.CC(C[AlH]CC(C)C)C. (8) Given the product [Cl:3][C:4]1[CH:9]=[C:8]([F:10])[C:7]([I:1])=[C:6]([O:15][CH3:16])[C:5]=1[F:17], predict the reactants needed to synthesize it. The reactants are: [I:1]Cl.[Cl:3][C:4]1[CH:9]=[C:8]([F:10])[C:7]([Si](C)(C)C)=[C:6]([O:15][CH3:16])[C:5]=1[F:17].S([O-])(O)=O.[Na+]. (9) The reactants are: [C:1]([O:5][C:6]([N:8]1[CH2:13][C@H:12]2[C@H:10]([C:11]2([CH3:15])[CH3:14])[CH:9]1O)=[O:7])([CH3:4])([CH3:3])[CH3:2].C[Si]([C:21]#[N:22])(C)C. Given the product [C:1]([O:5][C:6]([N:8]1[CH2:13][C@H:12]2[C@H:10]([C:11]2([CH3:15])[CH3:14])[C@H:9]1[C:21]#[N:22])=[O:7])([CH3:4])([CH3:3])[CH3:2], predict the reactants needed to synthesize it. (10) Given the product [Cl:10][C:8]1[CH:7]=[CH:6][C:5]([N+:11]([O-:13])=[O:12])=[C:4]([N:1]2[C:16]([CH:15]([CH3:20])[CH3:14])=[CH:17][N:3]=[N:2]2)[CH:9]=1, predict the reactants needed to synthesize it. The reactants are: [N:1]([C:4]1[CH:9]=[C:8]([Cl:10])[CH:7]=[CH:6][C:5]=1[N+:11]([O-:13])=[O:12])=[N+:2]=[N-:3].[CH3:14][CH:15]([CH3:20])[C:16]#[C:17][Mg]Cl.CC(C)C#C.C([Mg]Cl)(C)C.